The task is: Predict the reactants needed to synthesize the given product.. This data is from Full USPTO retrosynthesis dataset with 1.9M reactions from patents (1976-2016). (1) Given the product [F:18][C:15]1[CH:16]=[CH:17][C:12]([CH2:11][O:10][C:9]2[CH:8]=[CH:7][C:4]([CH2:5][CH2:22][N+:19]([O-:21])=[O:20])=[CH:3][C:2]=2[F:1])=[N:13][CH:14]=1, predict the reactants needed to synthesize it. The reactants are: [F:1][C:2]1[CH:3]=[C:4]([CH:7]=[CH:8][C:9]=1[O:10][CH2:11][C:12]1[CH:17]=[CH:16][C:15]([F:18])=[CH:14][N:13]=1)[CH:5]=O.[N+:19]([CH3:22])([O-:21])=[O:20].C([O-])(=O)C.[NH4+].[BH4-].[Na+]. (2) The reactants are: [NH2:1][C:2]1[N:11]=[CH:10][C:9]2[CH2:8][CH2:7][C:6]3[C:12]([C:16]([O:18][CH2:19][CH3:20])=[O:17])=[N:13][N:14]([CH3:15])[C:5]=3[C:4]=2[N:3]=1.[Br:21][C:22]1[CH:23]=[CH:24][C:25](I)=[C:26]([CH:29]=1)[C:27]#[N:28].C(=O)([O-])[O-].[Cs+].[Cs+].CC(C1C=C(C(C)C)C(C2C=CC=CC=2P(C2CCCCC2)C2CCCCC2)=C(C(C)C)C=1)C. Given the product [Br:21][C:22]1[CH:23]=[CH:24][C:25]([NH:1][C:2]2[N:11]=[CH:10][C:9]3[CH2:8][CH2:7][C:6]4[C:12]([C:16]([O:18][CH2:19][CH3:20])=[O:17])=[N:13][N:14]([CH3:15])[C:5]=4[C:4]=3[N:3]=2)=[C:26]([C:27]#[N:28])[CH:29]=1, predict the reactants needed to synthesize it. (3) Given the product [F:1][C:2]1[CH:3]=[CH:4][C:5]([O:42][CH3:43])=[C:6]([C:8]2[CH:13]=[CH:12][N:11]=[C:10]3[N:14]([S:32]([C:35]4[CH:41]=[CH:40][C:38]([CH3:39])=[CH:37][CH:36]=4)(=[O:34])=[O:33])[C:15]([C:17]4([O:31][C:52](=[O:53])[C:51]([F:62])([F:61])[F:50])[CH2:18][C:19]5([CH2:22][N:21]([C:23]([O:25][C:26]([CH3:28])([CH3:29])[CH3:27])=[O:24])[CH2:20]5)[CH2:30]4)=[CH:16][C:9]=23)[CH:7]=1, predict the reactants needed to synthesize it. The reactants are: [F:1][C:2]1[CH:3]=[CH:4][C:5]([O:42][CH3:43])=[C:6]([C:8]2[CH:13]=[CH:12][N:11]=[C:10]3[N:14]([S:32]([C:35]4[CH:41]=[CH:40][C:38]([CH3:39])=[CH:37][CH:36]=4)(=[O:34])=[O:33])[C:15]([C:17]4([OH:31])[CH2:30][C:19]5([CH2:22][N:21]([C:23]([O:25][C:26]([CH3:29])([CH3:28])[CH3:27])=[O:24])[CH2:20]5)[CH2:18]4)=[CH:16][C:9]=23)[CH:7]=1.N1C=CC=CC=1.[F:50][C:51]([F:62])([F:61])[C:52](O[C:52](=[O:53])[C:51]([F:62])([F:61])[F:50])=[O:53]. (4) Given the product [Cl:8][C:6]1[CH:5]=[CH:4][C:3]([N:9]2[CH:13]=[CH:12][CH:11]=[CH:10]2)=[C:2]([CH:24]([C:23]2[CH:26]=[CH:27][CH:28]=[C:21]([O:20][CH3:19])[CH:22]=2)[OH:25])[CH:7]=1, predict the reactants needed to synthesize it. The reactants are: Br[C:2]1[CH:7]=[C:6]([Cl:8])[CH:5]=[CH:4][C:3]=1[N:9]1[CH:13]=[CH:12][CH:11]=[CH:10]1.C([Li])CCC.[CH3:19][O:20][C:21]1[CH:22]=[C:23]([CH:26]=[CH:27][CH:28]=1)[CH:24]=[O:25].C(OCC)(=O)C. (5) Given the product [NH2:42][C:37]1[CH:38]=[CH:39][CH:40]=[CH:41][C:36]=1[NH:43][C:22](=[O:24])[C:21]1[CH:25]=[CH:26][C:18]([C:15]2[CH:16]=[CH:17][C:11]3[O:10][CH2:9][CH2:8][N:7]([C:5](=[O:6])[C:4]4[CH:27]=[CH:28][C:29]([S:32]([CH3:35])(=[O:34])=[O:33])=[C:30]([F:31])[C:3]=4[CH2:1][CH3:2])[CH2:13][C:12]=3[CH:14]=2)=[CH:19][CH:20]=1, predict the reactants needed to synthesize it. The reactants are: [CH2:1]([C:3]1[C:30]([F:31])=[C:29]([S:32]([CH3:35])(=[O:34])=[O:33])[CH:28]=[CH:27][C:4]=1[C:5]([N:7]1[CH2:13][C:12]2[CH:14]=[C:15]([C:18]3[CH:26]=[CH:25][C:21]([C:22]([OH:24])=O)=[CH:20][CH:19]=3)[CH:16]=[CH:17][C:11]=2[O:10][CH2:9][CH2:8]1)=[O:6])[CH3:2].[C:36]1([NH2:43])[CH:41]=[CH:40][CH:39]=[CH:38][C:37]=1[NH2:42].CCN(C(C)C)C(C)C.CN(C(ON1N=NC2C=CC=NC1=2)=[N+](C)C)C.F[P-](F)(F)(F)(F)F. (6) Given the product [F:23][C:21]1[CH:20]=[CH:19][C:17]2[N:18]=[C:14]([NH:13][C@H:9]3[CH2:10][CH2:11][CH2:12][C@@H:8]3[N:6]([CH3:7])[C:4](=[O:5])[C:3]3[CH:24]=[CH:25][CH:26]=[CH:27][C:2]=3[C:51]3[O:50][N:49]=[C:48]([CH3:47])[N:52]=3)[S:15][C:16]=2[CH:22]=1, predict the reactants needed to synthesize it. The reactants are: F[C:2]1[CH:27]=[CH:26][CH:25]=[C:24](F)[C:3]=1[C:4]([N:6]([C@H:8]1[CH2:12][CH2:11][CH2:10][C@@H:9]1[NH:13][C:14]1[S:15][C:16]2[CH:22]=[C:21]([F:23])[CH:20]=[CH:19][C:17]=2[N:18]=1)[CH3:7])=[O:5].FC1C=CC2N=C(N[C@H]3CCC[C@@H]3NC)SC=2C=1.[CH3:47][C:48]1[N:52]=[C:51](C2C=CC=CC=2C(O)=O)[O:50][N:49]=1.